This data is from Peptide-MHC class I binding affinity with 185,985 pairs from IEDB/IMGT. The task is: Regression. Given a peptide amino acid sequence and an MHC pseudo amino acid sequence, predict their binding affinity value. This is MHC class I binding data. (1) The peptide sequence is VGKFAKIKNT. The MHC is Mamu-B8301 with pseudo-sequence Mamu-B8301. The binding affinity (normalized) is 0. (2) The peptide sequence is PKKDERGAL. The MHC is HLA-B15:01 with pseudo-sequence HLA-B15:01. The binding affinity (normalized) is 0.0847. (3) The peptide sequence is EGPFDLALDV. The MHC is H-2-Dd with pseudo-sequence H-2-Dd. The binding affinity (normalized) is 0. (4) The peptide sequence is FLLVTLAIL. The MHC is HLA-A02:06 with pseudo-sequence HLA-A02:06. The binding affinity (normalized) is 1.00. (5) The peptide sequence is KSTSPTRTW. The MHC is HLA-B58:01 with pseudo-sequence HLA-B58:01. The binding affinity (normalized) is 0.671. (6) The peptide sequence is YTVKYPNM. The MHC is H-2-Db with pseudo-sequence H-2-Db. The binding affinity (normalized) is 0. (7) The peptide sequence is VDMVNETSSCI. The MHC is H-2-Kk with pseudo-sequence H-2-Kk. The binding affinity (normalized) is 0.485.